This data is from Reaction yield outcomes from USPTO patents with 853,638 reactions. The task is: Predict the reaction yield, written as a fraction of the theoretical maximum amount of product (1.0 means a 100% yield; for example, 0.34 means a 34% yield). (1) The reactants are [CH2:1]([N:5]1[C:13]2[N:12]=[CH:11][N:10](CC3C=CC=CC=3)[C:9]=2[C:8](=[O:21])[N:7]([CH2:22][CH3:23])[C:6]1=[O:24])[CH2:2][CH2:3][CH3:4]. The catalyst is C(O)(=O)C.[OH-].[OH-].[Pd+2]. The product is [CH2:1]([N:5]1[C:13]2[N:12]=[CH:11][NH:10][C:9]=2[C:8](=[O:21])[N:7]([CH2:22][CH3:23])[C:6]1=[O:24])[CH2:2][CH2:3][CH3:4]. The yield is 0.890. (2) The reactants are [H-].[Na+].[NH:3]1[CH:7]=[CH:6][CH:5]=[CH:4]1.[C:8]1([CH3:18])[CH:13]=[CH:12][C:11]([S:14](Cl)(=[O:16])=[O:15])=[CH:10][CH:9]=1.O. The catalyst is C1COCC1. The product is [C:8]1([CH3:18])[CH:13]=[CH:12][C:11]([S:14]([N:3]2[CH:7]=[CH:6][CH:5]=[CH:4]2)(=[O:16])=[O:15])=[CH:10][CH:9]=1. The yield is 0.990. (3) The reactants are [NH2:1][C:2]1[N:3]=[C:4]([C:15]2[O:16][CH:17]=[CH:18][CH:19]=2)[C:5]2[N:10]=[N:9][N:8]([CH2:11][C:12]([OH:14])=O)[C:6]=2[N:7]=1.C(C1NC=CN=1)(C1NC=CN=1)=O.[Cl:32][C:33]1[CH:34]=[C:35]([CH:37]=[CH:38][CH:39]=1)[NH2:36]. The catalyst is CN(C=O)C.O. The product is [NH2:1][C:2]1[N:3]=[C:4]([C:15]2[O:16][CH:17]=[CH:18][CH:19]=2)[C:5]2[N:10]=[N:9][N:8]([CH2:11][C:12]([NH:36][C:35]3[CH:37]=[CH:38][CH:39]=[C:33]([Cl:32])[CH:34]=3)=[O:14])[C:6]=2[N:7]=1. The yield is 0.480. (4) The reactants are [CH3:1][C:2]1[C:6]([C:7]([O:9][CH3:10])=[O:8])=[CH:5][NH:4][N:3]=1.[Cl:11][C:12]1[CH:13]=[C:14](B(O)O)[CH:15]=[CH:16][CH:17]=1.N1C=CC=CC=1. The catalyst is CN(C)C(=O)C.C([O-])(=O)C.[Cu+2].C([O-])(=O)C. The product is [Cl:11][C:12]1[CH:17]=[C:16]([N:4]2[CH:5]=[C:6]([C:7]([O:9][CH3:10])=[O:8])[C:2]([CH3:1])=[N:3]2)[CH:15]=[CH:14][CH:13]=1. The yield is 0.670. (5) The reactants are [C:1](=[O:4])([O-])[O-].[K+].[K+].[CH2:7](I)[CH2:8][CH2:9][CH3:10].O[C:13]1[CH:20]=[C:19]([OH:21])[CH:18]=[CH:17][C:14]=1[CH:15]=[O:16].CI. The catalyst is CN(C)C=O. The product is [CH2:7]([O:21][C:19]1[CH:20]=[CH:13][C:14]([CH:15]=[O:16])=[C:17]([O:4][CH3:1])[CH:18]=1)[CH2:8][CH2:9][CH3:10]. The yield is 0.310. (6) The reactants are [Cl:1][C:2]1[NH:10][C:5]2=[N:6][CH:7]=[CH:8][CH:9]=[C:4]2[C:3]=1[CH:11]=[O:12].[C:13]1(B(O)O)[CH:18]=[CH:17][CH:16]=[CH:15][CH:14]=1.C(N(CC)CC)C.N1C=CC=CC=1. The catalyst is ClCCl. The product is [Cl:1][C:2]1[N:10]([C:13]2[CH:18]=[CH:17][CH:16]=[CH:15][CH:14]=2)[C:5]2=[N:6][CH:7]=[CH:8][CH:9]=[C:4]2[C:3]=1[CH:11]=[O:12]. The yield is 0.250.